This data is from NCI-60 drug combinations with 297,098 pairs across 59 cell lines. The task is: Regression. Given two drug SMILES strings and cell line genomic features, predict the synergy score measuring deviation from expected non-interaction effect. (1) Drug 1: CC12CCC3C(C1CCC2OP(=O)(O)O)CCC4=C3C=CC(=C4)OC(=O)N(CCCl)CCCl.[Na+]. Drug 2: COCCOC1=C(C=C2C(=C1)C(=NC=N2)NC3=CC=CC(=C3)C#C)OCCOC.Cl. Cell line: NCI-H522. Synergy scores: CSS=-3.64, Synergy_ZIP=21.5, Synergy_Bliss=32.9, Synergy_Loewe=-19.8, Synergy_HSA=-0.668. (2) Drug 1: CS(=O)(=O)C1=CC(=C(C=C1)C(=O)NC2=CC(=C(C=C2)Cl)C3=CC=CC=N3)Cl. Drug 2: CCC1=C2CN3C(=CC4=C(C3=O)COC(=O)C4(CC)O)C2=NC5=C1C=C(C=C5)O. Cell line: U251. Synergy scores: CSS=39.2, Synergy_ZIP=0.522, Synergy_Bliss=-4.58, Synergy_Loewe=-26.1, Synergy_HSA=-3.15. (3) Drug 1: C1CC(=O)NC(=O)C1N2C(=O)C3=CC=CC=C3C2=O. Drug 2: C(CN)CNCCSP(=O)(O)O. Cell line: RXF 393. Synergy scores: CSS=-1.41, Synergy_ZIP=2.15, Synergy_Bliss=3.65, Synergy_Loewe=-2.04, Synergy_HSA=-2.88. (4) Drug 1: C1CN1P(=S)(N2CC2)N3CC3. Drug 2: C(CC(=O)O)C(=O)CN.Cl. Cell line: SK-OV-3. Synergy scores: CSS=2.71, Synergy_ZIP=-1.50, Synergy_Bliss=-0.109, Synergy_Loewe=-3.99, Synergy_HSA=-4.04. (5) Drug 1: CC1=C(C(CCC1)(C)C)C=CC(=CC=CC(=CC(=O)O)C)C. Drug 2: CC(C)NC(=O)C1=CC=C(C=C1)CNNC.Cl. Cell line: HS 578T. Synergy scores: CSS=16.1, Synergy_ZIP=-3.50, Synergy_Bliss=4.11, Synergy_Loewe=-3.58, Synergy_HSA=3.07. (6) Drug 1: C1CCN(CC1)CCOC2=CC=C(C=C2)C(=O)C3=C(SC4=C3C=CC(=C4)O)C5=CC=C(C=C5)O. Drug 2: N.N.Cl[Pt+2]Cl. Cell line: RPMI-8226. Synergy scores: CSS=-12.6, Synergy_ZIP=9.78, Synergy_Bliss=15.0, Synergy_Loewe=-1.95, Synergy_HSA=0.562.